The task is: Predict the reaction yield, written as a fraction of the theoretical maximum amount of product (1.0 means a 100% yield; for example, 0.34 means a 34% yield).. This data is from Reaction yield outcomes from USPTO patents with 853,638 reactions. (1) The reactants are [CH3:1][C:2]1([CH2:8][O:9][C:10]2[CH:11]=[C:12]([CH:15]=[CH:16][CH:17]=2)[CH:13]=O)[CH2:7][CH2:6][CH2:5][CH2:4][CH2:3]1.[S:18]1[CH2:22][C:21](=[O:23])[NH:20][C:19]1=[O:24].N1CCCCC1. The catalyst is CCO. The product is [CH3:1][C:2]1([CH2:8][O:9][C:10]2[CH:11]=[C:12]([CH:15]=[CH:16][CH:17]=2)[CH:13]=[C:22]2[S:18][C:19](=[O:24])[NH:20][C:21]2=[O:23])[CH2:7][CH2:6][CH2:5][CH2:4][CH2:3]1. The yield is 0.670. (2) The reactants are [CH2:1]([O:3][P:4]([O:27][CH2:28][CH3:29])([O:6][CH:7]([P:19](=[O:26])([O:23][CH2:24][CH3:25])[O:20][CH2:21][CH3:22])[C:8]1[CH:13]=[CH:12][CH:11]=[C:10]([O:14][CH2:15][CH2:16][CH2:17][NH2:18])[CH:9]=1)=[O:5])[CH3:2].[CH:30]1[CH:31]=[CH:32][C:33]2[O:40][C:38](=[O:39])[CH2:37][CH2:36][C:34]=2[CH:35]=1. The catalyst is CCO. The product is [CH2:1]([O:3][P:4]([O:27][CH2:28][CH3:29])([O:6][CH:7]([P:19](=[O:26])([O:23][CH2:24][CH3:25])[O:20][CH2:21][CH3:22])[C:8]1[CH:13]=[CH:12][CH:11]=[C:10]([O:14][CH2:15][CH2:16][CH2:17][NH:18][C:38](=[O:39])[CH2:37][CH2:36][C:34]2[CH:35]=[CH:30][CH:31]=[CH:32][C:33]=2[OH:40])[CH:9]=1)=[O:5])[CH3:2]. The yield is 0.453. (3) The reactants are [F:1][C:2]1[CH:35]=[CH:34][C:5]([C:6](/[N:8]=[C:9]2\[NH:10][C:11]3[CH:26]=[CH:25][C:24]([CH2:27][N:28]4[CH2:33][CH2:32][CH2:31][CH2:30][CH2:29]4)=[CH:23][C:12]=3[N:13]\2[C@@H:14]2[CH2:19][CH2:18][C@H:17]([C:20](O)=[O:21])[CH2:16][CH2:15]2)=[O:7])=[CH:4][CH:3]=1.[S:36]1[CH:40]=[CH:39][N:38]=[C:37]1[NH2:41].CN(C=O)C.C(Cl)CCl. The catalyst is CN(C)C1C=CN=CC=1.O.C(Cl)Cl. The product is [F:1][C:2]1[CH:3]=[CH:4][C:5]([C:6](/[N:8]=[C:9]2\[NH:10][C:11]3[CH:26]=[CH:25][C:24]([CH2:27][N:28]4[CH2:33][CH2:32][CH2:31][CH2:30][CH2:29]4)=[CH:23][C:12]=3[N:13]\2[C@H:14]2[CH2:19][CH2:18][C@@H:17]([C:20](=[O:21])[NH:41][C:37]3[S:36][CH:40]=[CH:39][N:38]=3)[CH2:16][CH2:15]2)=[O:7])=[CH:34][CH:35]=1. The yield is 0.461. (4) The reactants are [NH2:1][C:2]1[CH:10]=[CH:9][C:5]([C:6]([NH2:8])=[O:7])=[CH:4][CH:3]=1.N1C=CC=CC=1.Cl[C:18]([O:20][C:21]1[CH:26]=[CH:25][CH:24]=[CH:23][CH:22]=1)=[O:19].CCCCC. The catalyst is C(Cl)Cl.C(OCC)C. The product is [C:6]([C:5]1[CH:9]=[CH:10][C:2]([NH:1][C:18](=[O:19])[O:20][C:21]2[CH:26]=[CH:25][CH:24]=[CH:23][CH:22]=2)=[CH:3][CH:4]=1)(=[O:7])[NH2:8]. The yield is 0.770. (5) The reactants are [NH2:1][C:2]1[CH:3]=[CH:4][CH:5]=[C:6]2[C:11]=1[CH:10]=[C:9]([S:12]([OH:15])(=[O:14])=[O:13])[CH:8]=[CH:7]2.[Cl:16][C:17]1[CH:18]=[C:19]([CH:23]=[CH:24][C:25]=1[Cl:26])[C:20](Cl)=[O:21]. The catalyst is N1C=CC=CC=1. The product is [Cl:16][C:17]1[CH:18]=[C:19]([CH:23]=[CH:24][C:25]=1[Cl:26])[C:20]([NH:1][C:2]1[CH:3]=[CH:4][CH:5]=[C:6]2[C:11]=1[CH:10]=[C:9]([S:12]([OH:15])(=[O:13])=[O:14])[CH:8]=[CH:7]2)=[O:21]. The yield is 0.910. (6) The reactants are [NH2:1][C:2]1[N:3]=[C:4]2[CH:9]=[CH:8][C:7]([O:10][C:11]3[CH:12]=[C:13]([NH:17][C:18]([C:20]4[C:25]([CH3:26])=[CH:24][CH:23]=[CH:22][N:21]=4)=[O:19])[CH:14]=[CH:15][CH:16]=3)=[CH:6][N:5]2[CH:27]=1.[N:28]1([CH2:34][C:35](O)=[O:36])[CH2:33][CH2:32][O:31][CH2:30][CH2:29]1.Cl.CN(C)CCCN=C=NCC.N1(O)C2C=CC=CC=2N=N1.C(N(CC)C(C)C)(C)C. The catalyst is C(=O)([O-])O.[Na+].CN(C)C(=O)C. The product is [CH3:26][C:25]1[C:20]([C:18]([NH:17][C:13]2[CH:14]=[CH:15][CH:16]=[C:11]([O:10][C:7]3[CH:8]=[CH:9][C:4]4[N:5]([CH:27]=[C:2]([NH:1][C:35](=[O:36])[CH2:34][N:28]5[CH2:33][CH2:32][O:31][CH2:30][CH2:29]5)[N:3]=4)[CH:6]=3)[CH:12]=2)=[O:19])=[N:21][CH:22]=[CH:23][CH:24]=1. The yield is 0.470.